This data is from Full USPTO retrosynthesis dataset with 1.9M reactions from patents (1976-2016). The task is: Predict the reactants needed to synthesize the given product. (1) The reactants are: [NH:1]1[CH2:4][CH:3]([C:5]2[C:6]([O:26][CH3:27])=[C:7]([CH:13]([N:15]3[C:19]4=[N:20][CH:21]=[N:22][C:23]([NH2:24])=[C:18]4[C:17]([Br:25])=[N:16]3)[CH3:14])[CH:8]=[C:9]([Cl:12])[C:10]=2[CH3:11])[CH2:2]1.[CH2:28]([N:30](CC)CC)[CH3:29].BrCC#N. Given the product [NH2:24][C:23]1[N:22]=[CH:21][N:20]=[C:19]2[N:15]([CH:13]([C:7]3[C:6]([O:26][CH3:27])=[C:5]([CH:3]4[CH2:4][N:1]([CH2:29][C:28]#[N:30])[CH2:2]4)[C:10]([CH3:11])=[C:9]([Cl:12])[CH:8]=3)[CH3:14])[N:16]=[C:17]([Br:25])[C:18]=12, predict the reactants needed to synthesize it. (2) Given the product [C:1]([C:5]1[CH:6]=[C:7]([N+:15]([O-:16])=[O:14])[C:8]([OH:13])=[C:9]([CH:12]=1)[CH:10]=[O:11])([CH3:4])([CH3:2])[CH3:3], predict the reactants needed to synthesize it. The reactants are: [C:1]([C:5]1[CH:6]=[CH:7][C:8]([OH:13])=[C:9]([CH:12]=1)[CH:10]=[O:11])([CH3:4])([CH3:3])[CH3:2].[O:14]=[N+:15]=[O:16]. (3) The reactants are: ClC1C=C(CS(NC2C(O)=NC(S(CC)(=O)=O)=CN=2)(=O)=O)C=CC=1.[Cl:25][C:26]1[CH:31]=[CH:30][CH:29]=[CH:28][C:27]=1[CH2:32][S:33]([NH:36][C:37]1[N:38]=[N:39][C:40]([S:45]([CH3:48])(=[O:47])=[O:46])=[CH:41][C:42]=1[O:43]C)(=[O:35])=[O:34].ClC1C=C(CS(NC2C(OC)=NC(S(CC)(=O)=O)=CN=2)(=O)=O)C=CC=1. Given the product [Cl:25][C:26]1[CH:31]=[CH:30][CH:29]=[CH:28][C:27]=1[CH2:32][S:33]([NH:36][C:37]1[N:38]=[N:39][C:40]([S:45]([CH3:48])(=[O:46])=[O:47])=[CH:41][C:42]=1[OH:43])(=[O:34])=[O:35], predict the reactants needed to synthesize it. (4) Given the product [C:10]([N:1]1[CH2:6][CH2:5][CH:4]([C:7](=[O:9])[CH2:8][Br:13])[CH2:3][CH2:2]1)(=[O:12])[CH3:11], predict the reactants needed to synthesize it. The reactants are: [N:1]1([C:10](=[O:12])[CH3:11])[CH2:6][CH2:5][CH:4]([C:7](=[O:9])[CH3:8])[CH2:3][CH2:2]1.[Br:13]Br. (5) Given the product [CH2:17]([O:7][C:6](=[O:8])[C:5]1[CH:9]=[CH:10][C:2]([Br:1])=[CH:3][C:4]=1[CH3:11])[CH3:18], predict the reactants needed to synthesize it. The reactants are: [Br:1][C:2]1[CH:10]=[CH:9][C:5]([C:6]([OH:8])=[O:7])=[C:4]([CH3:11])[CH:3]=1.S(=O)(=O)(O)O.[CH2:17](O)[CH3:18]. (6) The reactants are: [CH2:1]([O:3][C:4]([C:6]1[N:7]=[C:8]2[CH:13]=[N:12][CH:11]=[CH:10][N:9]2[CH:14]=1)=[O:5])[CH3:2].[Br:15]Br. Given the product [CH2:1]([O:3][C:4]([C:6]1[N:7]=[C:8]2[CH:13]=[N:12][CH:11]=[C:10]([Br:15])[N:9]2[CH:14]=1)=[O:5])[CH3:2], predict the reactants needed to synthesize it. (7) Given the product [CH2:24]([N:16]([CH2:9][C:10]1[CH:11]=[CH:12][CH:13]=[CH:14][CH:15]=1)[C@H:17]1[CH2:22][CH2:21][C@H:20]([O:23][CH2:5][CH2:4][O:3][CH3:8])[CH2:19][CH2:18]1)[C:25]1[CH:30]=[CH:29][CH:28]=[CH:27][CH:26]=1, predict the reactants needed to synthesize it. The reactants are: [H-].[Na+].[O:3]1[CH2:8]CO[CH2:5][CH2:4]1.[CH2:9]([N:16]([CH2:24][C:25]1[CH:30]=[CH:29][CH:28]=[CH:27][CH:26]=1)[C@H:17]1[CH2:22][CH2:21][C@H:20]([OH:23])[CH2:19][CH2:18]1)[C:10]1[CH:15]=[CH:14][CH:13]=[CH:12][CH:11]=1.COCCCl. (8) Given the product [C:24]([O:23][C@@H:18]([C:9]1[C:8]([CH3:28])=[CH:7][C:5]2[N:6]=[C:2]([C:35]3[CH:34]=[C:33]4[C:38](=[CH:37][CH:36]=3)[N:30]([CH3:29])[N:31]=[C:32]4[C:48]3[CH:53]=[CH:52][N:51]=[CH:50][CH:49]=3)[S:3][C:4]=2[C:10]=1[C:11]1[CH:16]=[CH:15][C:14]([Cl:17])=[CH:13][CH:12]=1)[C:19]([O:21][CH3:22])=[O:20])([CH3:27])([CH3:26])[CH3:25], predict the reactants needed to synthesize it. The reactants are: Br[C:2]1[S:3][C:4]2[C:10]([C:11]3[CH:16]=[CH:15][C:14]([Cl:17])=[CH:13][CH:12]=3)=[C:9]([C@H:18]([O:23][C:24]([CH3:27])([CH3:26])[CH3:25])[C:19]([O:21][CH3:22])=[O:20])[C:8]([CH3:28])=[CH:7][C:5]=2[N:6]=1.[CH3:29][N:30]1[C:38]2[C:33](=[CH:34][C:35](B3OC(C)(C)C(C)(C)O3)=[CH:36][CH:37]=2)[C:32]([C:48]2[CH:53]=[CH:52][N:51]=[CH:50][CH:49]=2)=[N:31]1.C([O-])([O-])=O.[K+].[K+].O1CCOCC1. (9) Given the product [CH3:3][O:5][CH2:6][CH2:7][O:21][C:18]1[CH:17]=[C:16]([NH2:15])[NH:20][N:19]=1, predict the reactants needed to synthesize it. The reactants are: N([C:3]([O:5][CH:6](C)[CH3:7])=O)=N[C:3]([O:5][CH:6](C)[CH3:7])=O.[NH2:15][C:16]1[NH:20][N:19]=[C:18]([OH:21])[CH:17]=1.C1C=CC(P(C2C=CC=CC=2)C2C=CC=CC=2)=CC=1.COCCO. (10) Given the product [CH:19]1([C:17]([NH:16][C:14]2[N:15]=[C:10]3[CH:9]=[CH:8][C:7]([O:6][C:5]4[CH:22]=[CH:23][C:2]([NH:1][C:37]([C:34]5([C:32]([NH:31][C:25]6[CH:30]=[CH:29][CH:28]=[CH:27][CH:26]=6)=[O:33])[CH2:36][CH2:35]5)=[O:38])=[CH:3][C:4]=4[F:24])=[CH:12][N:11]3[CH:13]=2)=[O:18])[CH2:21][CH2:20]1, predict the reactants needed to synthesize it. The reactants are: [NH2:1][C:2]1[CH:23]=[CH:22][C:5]([O:6][C:7]2[CH:8]=[CH:9][C:10]3[N:11]([CH:13]=[C:14]([NH:16][C:17]([CH:19]4[CH2:21][CH2:20]4)=[O:18])[N:15]=3)[CH:12]=2)=[C:4]([F:24])[CH:3]=1.[C:25]1([NH:31][C:32]([C:34]2([C:37](O)=[O:38])[CH2:36][CH2:35]2)=[O:33])[CH:30]=[CH:29][CH:28]=[CH:27][CH:26]=1.CN(C(ON1N=NC2C=CC=NC1=2)=[N+](C)C)C.F[P-](F)(F)(F)(F)F.C(N(CC)C(C)C)(C)C.C(=O)([O-])O.[Na+].